Task: Predict which catalyst facilitates the given reaction.. Dataset: Catalyst prediction with 721,799 reactions and 888 catalyst types from USPTO (1) Reactant: [CH:1]1([C:7](=O)[CH2:8][C:9]#[N:10])[CH2:6][CH2:5][CH2:4][CH2:3][CH2:2]1.[NH2:12][OH:13]. Product: [NH2:10][C:9]1[O:13][N:12]=[C:7]([CH:1]2[CH2:6][CH2:5][CH2:4][CH2:3][CH2:2]2)[CH:8]=1. The catalyst class is: 14. (2) Reactant: [CH3:1][CH2:2][C@@H:3]([NH:7][C:8]([O:10][C:11]([CH3:14])([CH3:13])[CH3:12])=[O:9])[C:4]([OH:6])=O.Cl.[NH:16]1[CH2:19][CH:18]([C:20]#[N:21])[CH2:17]1.C(N(CC)C(C)C)(C)C.CN(C(ON1N=NC2C=CC=NC1=2)=[N+](C)C)C.F[P-](F)(F)(F)(F)F. Product: [C:11]([O:10][C:8](=[O:9])[NH:7][C@@H:3]([C:4]([N:16]1[CH2:19][CH:18]([C:20]#[N:21])[CH2:17]1)=[O:6])[CH2:2][CH3:1])([CH3:14])([CH3:13])[CH3:12]. The catalyst class is: 3.